Dataset: Peptide-MHC class I binding affinity with 185,985 pairs from IEDB/IMGT. Task: Regression. Given a peptide amino acid sequence and an MHC pseudo amino acid sequence, predict their binding affinity value. This is MHC class I binding data. (1) The peptide sequence is FDAWNNTVT. The MHC is Mamu-A11 with pseudo-sequence Mamu-A11. The binding affinity (normalized) is 0.0594. (2) The peptide sequence is KLGEGFKSL. The MHC is HLA-A68:02 with pseudo-sequence HLA-A68:02. The binding affinity (normalized) is 0.0847. (3) The peptide sequence is LVYNHCEHG. The MHC is HLA-A31:01 with pseudo-sequence HLA-A31:01. The binding affinity (normalized) is 0.0847. (4) The peptide sequence is EYVVLLFLL. The MHC is Patr-A0701 with pseudo-sequence Patr-A0701. The binding affinity (normalized) is 1.00. (5) The peptide sequence is IVSSLHLSI. The MHC is HLA-A32:01 with pseudo-sequence HLA-A32:01. The binding affinity (normalized) is 0.621. (6) The peptide sequence is YPLASLRSLF. The MHC is HLA-A30:02 with pseudo-sequence HLA-A30:02. The binding affinity (normalized) is 0.